The task is: Predict the product of the given reaction.. This data is from Forward reaction prediction with 1.9M reactions from USPTO patents (1976-2016). (1) The product is: [F:11][C:12]1[CH:17]=[CH:16][CH:15]=[CH:14][C:13]=1[C:18]1[N:22]([S:7]([C:3]2[CH:2]=[N:1][CH:6]=[CH:5][CH:4]=2)(=[O:9])=[O:8])[CH:21]=[C:20]([CH:23]=[O:24])[CH:19]=1. Given the reactants [N:1]1[CH:6]=[CH:5][CH:4]=[C:3]([S:7](Cl)(=[O:9])=[O:8])[CH:2]=1.[F:11][C:12]1[CH:17]=[CH:16][CH:15]=[CH:14][C:13]=1[C:18]1[NH:22][CH:21]=[C:20]([CH:23]=[O:24])[CH:19]=1.C(N(CC)CC)C.Cl, predict the reaction product. (2) Given the reactants [N:1]([CH2:4][C@@H:5]([NH:15][C:16]([C:18]1[S:19][C:20]([C:23]2[C:24]3[C@H:31]([CH3:32])[CH2:30][C@@H:29]([OH:33])[C:25]=3[N:26]=[CH:27][N:28]=2)=[CH:21][CH:22]=1)=[O:17])[CH2:6][C:7]1[CH:12]=[CH:11][C:10]([Cl:13])=[CH:9][C:8]=1[Cl:14])=[N+]=[N-], predict the reaction product. The product is: [NH2:1][CH2:4][C@@H:5]([NH:15][C:16]([C:18]1[S:19][C:20]([C:23]2[C:24]3[C@H:31]([CH3:32])[CH2:30][C@@H:29]([OH:33])[C:25]=3[N:26]=[CH:27][N:28]=2)=[CH:21][CH:22]=1)=[O:17])[CH2:6][C:7]1[CH:12]=[CH:11][C:10]([Cl:13])=[CH:9][C:8]=1[Cl:14]. (3) Given the reactants [Cl:1][C:2]1[CH:26]=[CH:25][C:5]([CH2:6][N:7]2[CH:12]=[C:11]([C:13]3[CH:18]=[CH:17][C:16]([O:19][CH3:20])=[CH:15][CH:14]=3)[C:10]([CH2:21][CH2:22][OH:23])=[CH:9][C:8]2=[O:24])=[CH:4][CH:3]=1.I[CH3:28], predict the reaction product. The product is: [Cl:1][C:2]1[CH:3]=[CH:4][C:5]([CH2:6][N:7]2[CH:12]=[C:11]([C:13]3[CH:18]=[CH:17][C:16]([O:19][CH3:20])=[CH:15][CH:14]=3)[CH:10]([CH2:21][CH2:22][O:23][CH3:28])[CH2:9][C:8]2=[O:24])=[CH:25][CH:26]=1.[Cl:1][C:2]1[CH:3]=[CH:4][C:5]([CH2:6][N:7]2[CH:12]=[C:11]([C:13]3[CH:18]=[CH:17][C:16]([O:19][CH3:20])=[CH:15][CH:14]=3)[C:10]([CH2:21][CH2:22][O:23][CH3:28])=[CH:9][C:8]2=[O:24])=[CH:25][CH:26]=1. (4) The product is: [C:11]([O:10][C:8]([C:4]1[O:5][C:6]([C:19]2[CH:20]=[CH:21][C:16]([Cl:15])=[C:17]([O:25][CH3:26])[CH:18]=2)=[C:2]([Br:1])[CH:3]=1)=[O:9])([CH3:14])([CH3:13])[CH3:12]. Given the reactants [Br:1][C:2]1[CH:3]=[C:4]([C:8]([O:10][C:11]([CH3:14])([CH3:13])[CH3:12])=[O:9])[O:5][C:6]=1Br.[Cl:15][C:16]1[CH:21]=[CH:20][C:19](B(O)O)=[CH:18][C:17]=1[O:25][CH3:26].C(=O)([O-])[O-].[K+].[K+].C1(P(C2C=CC=CC=2)C2C=CC=CC=2)C=CC=CC=1, predict the reaction product. (5) Given the reactants [F:1][C:2]1[CH:11]=[C:10]2[C:5]([CH:6]=[CH:7][C:8](=[O:15])[N:9]2[CH2:12][CH:13]=O)=[CH:4][CH:3]=1.[NH:16]1[CH2:21][CH2:20][CH:19]([NH:22][C:23](=[O:29])[O:24][C:25]([CH3:28])([CH3:27])[CH3:26])[CH2:18][CH2:17]1.C(Cl)(Cl)Cl.[BH-](OC(C)=O)(OC(C)=O)OC(C)=O.[Na+], predict the reaction product. The product is: [F:1][C:2]1[CH:11]=[C:10]2[C:5]([CH:6]=[CH:7][C:8](=[O:15])[N:9]2[CH2:12][CH2:13][N:16]2[CH2:17][CH2:18][CH:19]([NH:22][C:23](=[O:29])[O:24][C:25]([CH3:27])([CH3:26])[CH3:28])[CH2:20][CH2:21]2)=[CH:4][CH:3]=1. (6) The product is: [N+:1]([C:4]1[CH:11]=[CH:10][C:7]([CH:8]=[CH:17][C:12]([O:14][CH2:15][CH3:16])=[O:13])=[CH:6][CH:5]=1)([O-:3])=[O:2]. Given the reactants [N+:1]([C:4]1[CH:11]=[CH:10][C:7]([CH:8]=O)=[CH:6][CH:5]=1)([O-:3])=[O:2].[C:12]([CH:17]=C1CCP(C2C=CC=CC=2)C1(C1C=CC=CC=1)C1C=CC=CC=1)([O:14][CH2:15][CH3:16])=[O:13], predict the reaction product.